From a dataset of Forward reaction prediction with 1.9M reactions from USPTO patents (1976-2016). Predict the product of the given reaction. (1) The product is: [O:37]1[C:38]2[CH:44]=[CH:43][CH:42]=[CH:41][C:39]=2[N:40]=[C:36]1[N:32]1[CH2:33][CH2:34][N:35]([C:6](=[N:3][C:2]#[N:1])[NH:5][C:8]2[CH:13]=[CH:12][CH:11]=[CH:10][C:9]=2[CH3:14])[CH:30]([CH:27]([CH3:29])[CH3:28])[CH2:31]1. Given the reactants [N:1]#[C:2][NH2:3].[Na].[N:5]([C:8]1[CH:13]=[CH:12][CH:11]=[CH:10][C:9]=1[CH3:14])=[C:6]=S.Cl.CN(C)CCCN=C=NCC.[CH:27]([CH:30]1[NH:35][CH2:34][CH2:33][N:32]([C:36]2[O:37][C:38]3[CH:44]=[CH:43][CH:42]=[CH:41][C:39]=3[N:40]=2)[CH2:31]1)([CH3:29])[CH3:28], predict the reaction product. (2) Given the reactants C(OC([NH:8][CH:9]1[CH2:14][CH2:13][N:12]([CH2:15][CH2:16][N:17]2[C:22]3[CH:23]=[C:24]([C:27]([O:29][CH3:30])=[O:28])[CH:25]=[CH:26][C:21]=3[O:20][CH2:19][C:18]2=[O:31])[CH2:11][CH2:10]1)=O)(C)(C)C.NC1CCN(CCN2C3C(=CC=C(C#N)C=3)C=CC2=O)CC1, predict the reaction product. The product is: [NH2:8][CH:9]1[CH2:14][CH2:13][N:12]([CH2:15][CH2:16][N:17]2[C:22]3[CH:23]=[C:24]([C:27]([O:29][CH3:30])=[O:28])[CH:25]=[CH:26][C:21]=3[O:20][CH2:19][C:18]2=[O:31])[CH2:11][CH2:10]1. (3) The product is: [ClH:1].[NH2:8][CH:9]1[CH2:13][CH2:12][N:11]([CH2:14][C:15]2[CH:20]=[CH:19][C:18]([CH3:21])=[CH:17][CH:16]=2)[C:10]1=[O:22]. Given the reactants [ClH:1].C(OC(=O)[NH:8][CH:9]1[CH2:13][CH2:12][N:11]([CH2:14][C:15]2[CH:20]=[CH:19][C:18]([CH3:21])=[CH:17][CH:16]=2)[C:10]1=[O:22])(C)(C)C, predict the reaction product. (4) Given the reactants Br[C:2]1[C:3]([N+:18]([O-:20])=[O:19])=[C:4]2[O:8][C:7]([C:9]([CH3:12])([CH3:11])[CH3:10])=[N:6][C:5]2=[C:13]([C:15]([OH:17])=[O:16])[CH:14]=1.[C:21]1(B(O)O)[CH:26]=[CH:25][CH:24]=[CH:23][CH:22]=1.C(=O)([O-])[O-].[Na+].[Na+].Cl, predict the reaction product. The product is: [C:9]([C:7]1[O:8][C:4]2[C:5](=[C:13]([C:15]([OH:17])=[O:16])[CH:14]=[C:2]([C:21]3[CH:26]=[CH:25][CH:24]=[CH:23][CH:22]=3)[C:3]=2[N+:18]([O-:20])=[O:19])[N:6]=1)([CH3:12])([CH3:11])[CH3:10]. (5) The product is: [C:21]([C:25]1[CH:26]=[C:27]([CH3:28])[C:32](=[C:31]([C:34]2[CH:39]=[CH:38][CH:37]=[CH:36][CH:35]=2)[CH3:3])[CH:29]=1)([CH3:24])([CH3:23])[CH3:22]. Given the reactants [OH-].[K+].[CH2:3]1OCCOCCOCCOCCOCCOC1.[C:21]([C:25]1[CH:29]=[CH:28][CH2:27][C:26]=1C)([CH3:24])([CH3:23])[CH3:22].[C:31]([C:34]1[CH:39]=[CH:38][CH:37]=[CH:36][CH:35]=1)(=O)[CH3:32].Cl, predict the reaction product. (6) Given the reactants [C:1]([N:5]1[C:9]([C:10]2[CH:15]=[CH:14][C:13]([O:16][CH3:17])=[CH:12][CH:11]=2)=[C:8]([C:18]2[N:19]=[C:20]([CH2:23][C:24]([OH:26])=O)[S:21][CH:22]=2)[CH:7]=[N:6]1)([CH3:4])([CH3:3])[CH3:2].CN(C(ON1N=NC2C=CC=NC1=2)=[N+](C)C)C.F[P-](F)(F)(F)(F)F.CCN(C(C)C)C(C)C.[O:60]1[CH2:65][CH2:64][CH:63]([CH2:66][NH2:67])[CH2:62][CH2:61]1, predict the reaction product. The product is: [C:1]([N:5]1[C:9]([C:10]2[CH:11]=[CH:12][C:13]([O:16][CH3:17])=[CH:14][CH:15]=2)=[C:8]([C:18]2[N:19]=[C:20]([CH2:23][C:24]([NH:67][CH2:66][CH:63]3[CH2:64][CH2:65][O:60][CH2:61][CH2:62]3)=[O:26])[S:21][CH:22]=2)[CH:7]=[N:6]1)([CH3:3])([CH3:4])[CH3:2]. (7) Given the reactants [C:1]([O:5][C:6]([N:8]1[CH2:13][CH2:12][CH:11]([C:14]([OH:16])=O)[CH2:10][CH2:9]1)=[O:7])([CH3:4])([CH3:3])[CH3:2].[C:17]1([CH2:23][CH2:24][CH2:25][CH:26]([NH:36][C:37](=[O:47])[C@H:38]([CH2:40][C:41]2[CH:42]=[N:43][CH:44]=[CH:45][CH:46]=2)[NH2:39])[CH2:27][CH2:28][CH2:29][C:30]2[CH:35]=[CH:34][CH:33]=[CH:32][CH:31]=2)[CH:22]=[CH:21][CH:20]=[CH:19][CH:18]=1.C(N(CC)C(C)C)(C)C.C1CN([P+](ON2N=NC3C=CC=CC2=3)(N2CCCC2)N2CCCC2)CC1.F[P-](F)(F)(F)(F)F, predict the reaction product. The product is: [C:30]1([CH2:29][CH2:28][CH2:27][CH:26]([NH:36][C:37](=[O:47])[C@H:38]([CH2:40][C:41]2[CH:42]=[N:43][CH:44]=[CH:45][CH:46]=2)[NH:39][C:14]([CH:11]2[CH2:10][CH2:9][N:8]([C:6]([O:5][C:1]([CH3:2])([CH3:3])[CH3:4])=[O:7])[CH2:13][CH2:12]2)=[O:16])[CH2:25][CH2:24][CH2:23][C:17]2[CH:18]=[CH:19][CH:20]=[CH:21][CH:22]=2)[CH:35]=[CH:34][CH:33]=[CH:32][CH:31]=1.